From a dataset of Full USPTO retrosynthesis dataset with 1.9M reactions from patents (1976-2016). Predict the reactants needed to synthesize the given product. Given the product [CH3:1][O:2][C:3]([C:5]1[O:9][N:8]([CH3:11])[C:7](=[O:10])[CH:6]=1)=[O:4], predict the reactants needed to synthesize it. The reactants are: [CH3:1][O:2][C:3]([C:5]1[O:9][N:8]=[C:7]([OH:10])[CH:6]=1)=[O:4].[C:11]([O-])([O-])=O.[K+].[K+].CI.